Dataset: Full USPTO retrosynthesis dataset with 1.9M reactions from patents (1976-2016). Task: Predict the reactants needed to synthesize the given product. (1) Given the product [Br:32][C:24]1[O:23][C:22]([CH:9]([O:8][Si:1]([C:4]([CH3:7])([CH3:5])[CH3:6])([CH3:2])[CH3:3])[CH2:10][CH2:11][CH2:12][CH2:13][CH2:14][CH2:15][C:16]2[CH:21]=[CH:20][CH:19]=[CH:18][CH:17]=2)=[N:26][CH:25]=1, predict the reactants needed to synthesize it. The reactants are: [Si:1]([O:8][CH:9]([C:22]1[O:23][CH:24]=[CH:25][N:26]=1)[CH2:10][CH2:11][CH2:12][CH2:13][CH2:14][CH2:15][C:16]1[CH:21]=[CH:20][CH:19]=[CH:18][CH:17]=1)([C:4]([CH3:7])([CH3:6])[CH3:5])([CH3:3])[CH3:2].[Li]C(C)(C)C.[Br:32]Br. (2) Given the product [CH2:25]([O:20][C:15]1[C:16]([CH3:19])=[C:17]([CH3:18])[C:12]2[O:11][C:10]([CH3:22])([CH3:23])[CH:9]([C:6]3[CH:7]=[CH:8][C:3]([N:2]([CH3:1])[CH3:24])=[CH:4][CH:5]=3)[C:13]=2[C:14]=1[CH3:21])[C:26]1[CH:31]=[CH:30][CH:29]=[CH:28][CH:27]=1, predict the reactants needed to synthesize it. The reactants are: [CH3:1][N:2]([CH3:24])[C:3]1[CH:8]=[CH:7][C:6]([CH:9]2[C:13]3[C:14]([CH3:21])=[C:15]([OH:20])[C:16]([CH3:19])=[C:17]([CH3:18])[C:12]=3[O:11][C:10]2([CH3:23])[CH3:22])=[CH:5][CH:4]=1.[CH2:25](Br)[C:26]1[CH:31]=[CH:30][CH:29]=[CH:28][CH:27]=1.